From a dataset of Reaction yield outcomes from USPTO patents with 853,638 reactions. Predict the reaction yield, written as a fraction of the theoretical maximum amount of product (1.0 means a 100% yield; for example, 0.34 means a 34% yield). (1) The reactants are [CH3:1][O:2][C:3]1[N:7]([CH3:8])[N:6]=[CH:5][CH:4]=1.[Br-:9].[Br-].[Br-].[NH+]1C=CC=CC=1.[NH+]1C=CC=CC=1.[NH+]1C=CC=CC=1.C([O-])(O)=O.[Na+]. The catalyst is CO.O. The product is [Br:9][C:4]1[CH:5]=[N:6][N:7]([CH3:8])[C:3]=1[O:2][CH3:1]. The yield is 0.760. (2) The reactants are [C:1]([C:4]1[CH:12]=[CH:11][C:7]([C:8]([OH:10])=[O:9])=[CH:6][CH:5]=1)(=[O:3])[CH3:2].Cl.[CH3:14]O. No catalyst specified. The product is [C:1]([C:4]1[CH:12]=[CH:11][C:7]([C:8]([O:10][CH3:14])=[O:9])=[CH:6][CH:5]=1)(=[O:3])[CH3:2]. The yield is 0.740.